From a dataset of Forward reaction prediction with 1.9M reactions from USPTO patents (1976-2016). Predict the product of the given reaction. (1) Given the reactants Br[C:2]1[S:3][C:4]([C:8]([N:10]([CH2:17][C:18]2[C:27]3[C:22](=[CH:23][CH:24]=[CH:25][CH:26]=3)[NH:21][C:20](=[O:28])[CH:19]=2)[C:11]2[CH:16]=[CH:15][CH:14]=[CH:13][CH:12]=2)=[O:9])=[C:5]([CH3:7])[N:6]=1.[CH3:29][N:30]1[CH2:35][CH2:34][NH:33][CH2:32][CH2:31]1, predict the reaction product. The product is: [CH3:7][C:5]1[N:6]=[C:2]([N:33]2[CH2:34][CH2:35][N:30]([CH3:29])[CH2:31][CH2:32]2)[S:3][C:4]=1[C:8]([N:10]([CH2:17][C:18]1[C:27]2[C:22](=[CH:23][CH:24]=[CH:25][CH:26]=2)[NH:21][C:20](=[O:28])[CH:19]=1)[C:11]1[CH:16]=[CH:15][CH:14]=[CH:13][CH:12]=1)=[O:9]. (2) Given the reactants [Cl:1][C:2]1[CH:7]=[CH:6][CH:5]=[C:4]([Cl:8])[C:3]=1[NH:9][C:10]1[NH:11][C:12]2[C:18]3[CH2:19][C:20]([CH3:23])([CH3:22])[O:21][C:17]=3[C:16]([C:24]([NH:26][C:27]3[CH:32]=[CH:31][C:30]([C:33]([F:36])([F:35])[F:34])=[CH:29][N:28]=3)=[O:25])=[CH:15][C:13]=2[N:14]=1, predict the reaction product. The product is: [ClH:1].[ClH:1].[Cl:8][C:4]1[CH:5]=[CH:6][CH:7]=[C:2]([Cl:1])[C:3]=1[NH:9][C:10]1[NH:11][C:12]2[C:18]3[CH2:19][C:20]([CH3:22])([CH3:23])[O:21][C:17]=3[C:16]([C:24]([NH:26][C:27]3[CH:32]=[CH:31][C:30]([C:33]([F:36])([F:35])[F:34])=[CH:29][N:28]=3)=[O:25])=[CH:15][C:13]=2[N:14]=1. (3) Given the reactants C(N(CC(O)=O)CC(O)=O)[CH2:2][N:3](CC(O)=O)CC(O)=O.Br[C:22]1[CH:23]=[C:24]([C:28]2[C:33]([C:34]3[O:35][C:36]([C:39]4[CH:44]=[CH:43][CH:42]=[CH:41][CH:40]=4)=[N:37][N:38]=3)=[CH:32][N:31]=[C:30]([CH3:45])[N:29]=2)[CH:25]=[CH:26][CH:27]=1, predict the reaction product. The product is: [CH3:45][C:30]1[N:29]=[C:28]([C:24]2[CH:23]=[C:22]([CH:27]=[CH:26][CH:25]=2)[C:2]#[N:3])[C:33]([C:34]2[O:35][C:36]([C:39]3[CH:44]=[CH:43][CH:42]=[CH:41][CH:40]=3)=[N:37][N:38]=2)=[CH:32][N:31]=1. (4) Given the reactants [CH3:1][N:2]([CH3:11])[C:3]1[CH:10]=[CH:9][C:6]([CH:7]=O)=[CH:5][CH:4]=1.[CH3:12][C:13]([CH3:15])=[O:14].[OH-].[Na+].O, predict the reaction product. The product is: [CH3:1][N:2]([CH3:11])[C:3]1[CH:10]=[CH:9][C:6]([CH:7]=[CH:12][C:13](=[O:14])[CH:15]=[CH:7][C:6]2[CH:9]=[CH:10][C:3]([N:2]([CH3:11])[CH3:1])=[CH:4][CH:5]=2)=[CH:5][CH:4]=1. (5) Given the reactants [NH:1]1[CH:5]=[CH:4][CH:3]=[N:2]1.[N+]([N:9]1[CH:13]=[C:12]([N+:14]([O-:16])=[O:15])[CH:11]=[N:10]1)([O-])=O.S(=O)(=O)(O)N, predict the reaction product. The product is: [N+:14]([C:12]1[C:11]([N:1]2[CH:5]=[CH:4][CH:3]=[N:2]2)=[N:10][NH:9][CH:13]=1)([O-:16])=[O:15].